From a dataset of Full USPTO retrosynthesis dataset with 1.9M reactions from patents (1976-2016). Predict the reactants needed to synthesize the given product. Given the product [CH3:1][O:2][C:3]([C:5]1[N:13]([CH2:14][CH2:15][O:16][Si:17]([CH:24]([CH3:26])[CH3:25])([CH:21]([CH3:23])[CH3:22])[CH:18]([CH3:20])[CH3:19])[C:12]2[CH:11]=[CH:10][N:9]=[CH:8][C:7]=2[C:6]=1[NH:27][C:28]1[CH:33]=[CH:32][C:31]([I:39])=[CH:30][C:29]=1[F:38])=[O:4], predict the reactants needed to synthesize it. The reactants are: [CH3:1][O:2][C:3]([C:5]1[N:13]([CH2:14][CH2:15][O:16][Si:17]([CH:24]([CH3:26])[CH3:25])([CH:21]([CH3:23])[CH3:22])[CH:18]([CH3:20])[CH3:19])[C:12]2[CH:11]=[CH:10][N:9]=[CH:8][C:7]=2[C:6]=1[NH:27][C:28]1[CH:33]=[CH:32][C:31]([Si](C)(C)C)=[CH:30][C:29]=1[F:38])=[O:4].[I:39]Cl.